This data is from Catalyst prediction with 721,799 reactions and 888 catalyst types from USPTO. The task is: Predict which catalyst facilitates the given reaction. (1) Reactant: [CH3:1][N:2]1[C:6]2=[CH:7][C:8]3[C:9]([CH3:19])([CH3:18])[C:10](=[CH:15][CH:16]=O)[N:11]([CH3:14])[C:12]=3[CH:13]=[C:5]2[C:4]([CH3:21])([CH3:20])[C:3]1=[CH:22][CH:23]=O.[I-:25].[CH3:26][C:27]1[S:28][C:29]2[CH:36]=[CH:35][CH:34]=[CH:33][C:30]=2[N+:31]=1[CH3:32]. Product: [I-:25].[I-:25].[CH3:1][N:2]1[C:6]2=[CH:7][C:8]3[C:9]([CH3:19])([CH3:18])[C:10](=[CH:15][CH:16]=[CH:26][C:27]4[S:28][C:29]5[CH:36]=[CH:35][CH:34]=[CH:33][C:30]=5[N+:31]=4[CH3:32])[N:11]([CH3:14])[C:12]=3[CH:13]=[C:5]2[C:4]([CH3:21])([CH3:20])[C:3]1=[CH:22][CH:23]=[CH:26][C:27]1[S:28][C:29]2[CH:36]=[CH:35][CH:34]=[CH:33][C:30]=2[N+:31]=1[CH3:32]. The catalyst class is: 152. (2) Reactant: [C:1]([C:4]1[CH:5]=[C:6]([S:10]([NH:13][C:14]([CH3:17])([CH3:16])[CH3:15])(=[O:12])=[O:11])[CH:7]=[CH:8][CH:9]=1)(=O)[CH3:2].C([O-])(=O)C.[NH4+].[BH3-]C#[N:25].[Na+].Cl. Product: [NH2:25][CH:1]([C:4]1[CH:5]=[C:6]([S:10]([NH:13][C:14]([CH3:17])([CH3:16])[CH3:15])(=[O:12])=[O:11])[CH:7]=[CH:8][CH:9]=1)[CH3:2]. The catalyst class is: 5. (3) Reactant: [O:1]1[CH:5]=[CH:4][CH:3]=[C:2]1[C:6]1[O:7][C:8]([CH3:38])=[C:9]([CH2:11][O:12][C:13]2[CH:18]=[CH:17][C:16]([CH2:19][C:20]([O:22][CH:23]([C:30](=O)[C:31]3[CH:36]=[CH:35][CH:34]=[CH:33][CH:32]=3)[CH2:24][CH2:25][C:26]([O:28][CH3:29])=[O:27])=O)=[CH:15][CH:14]=2)[N:10]=1.C([O-])(=O)C.[NH4+:43].C(O)(=O)C. Product: [O:1]1[CH:5]=[CH:4][CH:3]=[C:2]1[C:6]1[O:7][C:8]([CH3:38])=[C:9]([CH2:11][O:12][C:13]2[CH:18]=[CH:17][C:16]([CH2:19][C:20]3[O:22][C:23]([CH2:24][CH2:25][C:26]([O:28][CH3:29])=[O:27])=[C:30]([C:31]4[CH:36]=[CH:35][CH:34]=[CH:33][CH:32]=4)[N:43]=3)=[CH:15][CH:14]=2)[N:10]=1. The catalyst class is: 13. (4) Reactant: [Cl:1][C:2]1[CH:3]=[CH:4][C:5]2[N:9]=[C:8]([CH2:10][O:11][C:12]3[C:19]([O:20][CH2:21]C)=[CH:18][C:15]([CH:16]=[O:17])=[C:14]([F:23])[CH:13]=3)[NH:7][C:6]=2[CH:24]=1.C(N(CC)C(C)C)(C)C.[C:34]([O:38][C:39](O[C:39]([O:38][C:34]([CH3:37])([CH3:36])[CH3:35])=[O:40])=[O:40])([CH3:37])([CH3:36])[CH3:35]. Product: [C:34]([O:38][C:39]([N:7]1[C:6]2[CH:24]=[C:2]([Cl:1])[CH:3]=[CH:4][C:5]=2[N:9]=[C:8]1[CH2:10][O:11][C:12]1[CH:13]=[C:14]([F:23])[C:15]([CH:16]=[O:17])=[CH:18][C:19]=1[O:20][CH3:21])=[O:40])([CH3:37])([CH3:36])[CH3:35]. The catalyst class is: 453.